Dataset: Forward reaction prediction with 1.9M reactions from USPTO patents (1976-2016). Task: Predict the product of the given reaction. (1) Given the reactants [C:1]1([N:7](C2C=CC=CC=2)[C:8]2[CH:21]=[CH:20][C:19]3[C:10](=C(C4C=CC=CC=4)[C:19]4[C:10](C=3C3C=CC=CC=3)=[CH:9][C:8]([N:7](C3C=CC=CC=3)[C:1]3[CH:2]=[CH:3][CH:4]=[CH:5][CH:6]=3)=[CH:21][CH:20]=4)[CH:9]=2)[CH:6]=[CH:5][CH:4]=[CH:3][CH:2]=1.Br[C:54]1[CH:67]=[CH:66][C:65]2[C:64](=[O:68])[C:63]3[C:58](=[CH:59][CH:60]=[C:61](Br)[CH:62]=3)[C:57](=[O:70])[C:56]=2[CH:55]=1.[C:71]1([NH:77][C:78]2[CH:83]=[CH:82][CH:81]=[CH:80][CH:79]=2)[CH:76]=[CH:75][CH:74]=[CH:73][CH:72]=1.CC(C)([O-])C.[Na+], predict the reaction product. The product is: [C:78]1([N:77]([C:71]2[CH:72]=[CH:73][CH:74]=[CH:75][CH:76]=2)[C:54]2[CH:67]=[CH:66][C:65]3[C:64](=[O:68])[C:63]4[C:58](=[CH:59][CH:60]=[C:61]([N:7]([C:1]5[CH:2]=[CH:3][CH:4]=[CH:5][CH:6]=5)[C:8]5[CH:21]=[CH:20][CH:19]=[CH:10][CH:9]=5)[CH:62]=4)[C:57](=[O:70])[C:56]=3[CH:55]=2)[CH:79]=[CH:80][CH:81]=[CH:82][CH:83]=1. (2) Given the reactants [C:1]([O:4][CH2:5][C:6]#[N:7])(=[O:3])[CH3:2].[CH2:8]([OH:10])[CH3:9].[ClH:11], predict the reaction product. The product is: [ClH:11].[C:1]([O:4][CH2:5][C:6]([O:10][CH2:8][CH3:9])=[NH:7])(=[O:3])[CH3:2]. (3) Given the reactants [O:1]=[C:2]1[N:6]([C:7]2[CH:8]=[CH:9][C:10]3[O:11][CH2:12][C:13](=[O:17])[NH:14][C:15]=3[N:16]=2)[CH2:5][CH:4](C(O)=O)[CH2:3]1.C1(P(N=[N+]=[N-])(C2C=CC=CC=2)=[O:28])C=CC=CC=1.C([N:40]([CH2:43]C)CC)C.[CH2:45]([OH:52])[C:46]1[CH:51]=[CH:50][CH:49]=[CH:48][CH:47]=1, predict the reaction product. The product is: [CH2:45]([O:52][C:43](=[O:28])[NH:40][CH:4]1[CH2:3][C:2](=[O:1])[N:6]([C:7]2[CH:8]=[CH:9][C:10]3[O:11][CH2:12][C:13](=[O:17])[NH:14][C:15]=3[N:16]=2)[CH2:5]1)[C:46]1[CH:51]=[CH:50][CH:49]=[CH:48][CH:47]=1.